Dataset: Full USPTO retrosynthesis dataset with 1.9M reactions from patents (1976-2016). Task: Predict the reactants needed to synthesize the given product. The reactants are: [N:1]1[CH:6]=[CH:5][CH:4]=[N:3][C:2]=1[NH2:7].O=[CH:9][C:10]1[CH:18]=[CH:17][C:15]([OH:16])=[C:12]([O:13][CH3:14])[CH:11]=1.[N+:19]([CH2:21][C:22]1[CH:31]=[CH:30][C:25]2[O:26][CH2:27][CH2:28][O:29][C:24]=2[CH:23]=1)#[C-:20]. Given the product [O:26]1[CH2:27][CH2:28][O:29][C:24]2[CH:23]=[C:22]([CH2:21][NH:19][C:20]3[N:1]4[CH:6]=[CH:5][CH:4]=[N:3][C:2]4=[N:7][C:9]=3[C:10]3[CH:18]=[CH:17][C:15]([OH:16])=[C:12]([O:13][CH3:14])[CH:11]=3)[CH:31]=[CH:30][C:25]1=2, predict the reactants needed to synthesize it.